Dataset: Full USPTO retrosynthesis dataset with 1.9M reactions from patents (1976-2016). Task: Predict the reactants needed to synthesize the given product. (1) The reactants are: CO[C:3](=O)[NH:4][C:5]1[CH:25]=[CH:24][C:8]2[N:9]([CH2:16][C@H:17]3[CH2:22][CH2:21][CH2:20][CH2:19][N:18]3[CH3:23])[C:10]([C:12]([CH3:15])([CH3:14])[CH3:13])=[N:11][C:7]=2[CH:6]=1.Cl.CCOCC.[H-].[H-].[H-].[H-].[Li+].[Al+3].[C:39]([NH:42][C:43]1[CH:48]=[CH:47][C:46]([S:49](Cl)(=[O:51])=[O:50])=[CH:45][CH:44]=1)(=[O:41])[CH3:40]. Given the product [C:12]([C:10]1[N:9]([CH2:16][C@H:17]2[CH2:22][CH2:21][CH2:20][CH2:19][N:18]2[CH3:23])[C:8]2[CH:24]=[CH:25][C:5]([N:4]([CH3:3])[S:49]([C:46]3[CH:45]=[CH:44][C:43]([NH:42][C:39](=[O:41])[CH3:40])=[CH:48][CH:47]=3)(=[O:51])=[O:50])=[CH:6][C:7]=2[N:11]=1)([CH3:14])([CH3:13])[CH3:15], predict the reactants needed to synthesize it. (2) Given the product [CH2:1]([CH:8]1[CH2:9][CH2:10][CH2:11][C:12](=[O:16])[CH2:13][CH2:14][CH2:15]1)[C:2]1[CH:7]=[CH:6][CH:5]=[CH:4][CH:3]=1, predict the reactants needed to synthesize it. The reactants are: [CH2:1]([CH:8]1[CH2:15][CH2:14][CH2:13][CH:12]([OH:16])[CH2:11][CH2:10][CH2:9]1)[C:2]1[CH:7]=[CH:6][CH:5]=[CH:4][CH:3]=1.CC(C)=O.OS(O)(=O)=O.O=[Cr](=O)=O.S(=O)(=O)(O)O.[Cr](O)(O)(=O)=O. (3) The reactants are: [CH3:1][C:2]1[CH:7]=[CH:6][CH:5]=[CH:4][C:3]=1[CH:8]1O[C:9]1([C:14]1[CH:19]=[CH:18][N:17]=[CH:16][CH:15]=1)[C:10](=O)[CH3:11].O.[NH2:21][NH2:22]. Given the product [CH3:11][C:10]1[NH:22][N:21]=[C:8]([C:3]2[CH:4]=[CH:5][CH:6]=[CH:7][C:2]=2[CH3:1])[C:9]=1[C:14]1[CH:19]=[CH:18][N:17]=[CH:16][CH:15]=1, predict the reactants needed to synthesize it. (4) Given the product [CH2:1]([O:3][C:4]1[CH:5]=[CH:6][C:7]([F:13])=[C:8]([C:15]2[CH:20]=[CH:19][N:18]=[C:17]([C@H:21]3[CH2:25][CH2:24][C@:23]4([CH2:29][CH2:28][N:27]([CH3:30])[C:26]4=[O:31])[N:22]3[C:32]([O:34][C:35]([CH3:37])([CH3:36])[CH3:38])=[O:33])[C:16]=2[CH3:39])[CH:9]=1)[CH3:2], predict the reactants needed to synthesize it. The reactants are: [CH2:1]([O:3][C:4]1[CH:5]=[CH:6][C:7]([F:13])=[C:8](B(O)O)[CH:9]=1)[CH3:2].Br[C:15]1[CH:20]=[CH:19][N:18]=[C:17]([C@H:21]2[CH2:25][CH2:24][C@:23]3([CH2:29][CH2:28][N:27]([CH3:30])[C:26]3=[O:31])[N:22]2[C:32]([O:34][C:35]([CH3:38])([CH3:37])[CH3:36])=[O:33])[C:16]=1[CH3:39].C(=O)([O-])[O-].[Na+].[Na+]. (5) Given the product [F:51][C:50]([F:53])([F:52])[S:47]([O:26][C:21]1[CH:20]=[CH:19][C:18]2[CH2:17][CH:16]([C:8]3([NH:7][C:6]([O:5][C:1]([CH3:2])([CH3:3])[CH3:4])=[O:27])[CH2:9][O:10][C:11]([CH3:15])([CH3:14])[O:12][CH2:13]3)[CH2:25][CH2:24][C:23]=2[CH:22]=1)(=[O:49])=[O:48], predict the reactants needed to synthesize it. The reactants are: [C:1]([O:5][C:6](=[O:27])[NH:7][C:8]1([CH:16]2[CH2:25][CH2:24][C:23]3[C:18](=[CH:19][CH:20]=[C:21]([OH:26])[CH:22]=3)[CH2:17]2)[CH2:13][O:12][C:11]([CH3:15])([CH3:14])[O:10][CH2:9]1)([CH3:4])([CH3:3])[CH3:2].C(Cl)Cl.C(N(CC)C(C)C)(C)C.C1C=CC(N([S:47]([C:50]([F:53])([F:52])[F:51])(=[O:49])=[O:48])[S:47]([C:50]([F:53])([F:52])[F:51])(=[O:49])=[O:48])=CC=1. (6) The reactants are: [CH:1]1[CH:6]=[C:5]([S:7][S:8][C:9]2[N:14]=[CH:13][CH:12]=[CH:11][CH:10]=2)N=[CH:3][CH:2]=1.[CH2:15](S)[CH2:16][CH2:17][CH2:18][CH2:19][CH2:15][CH2:16][CH2:17][CH2:18][CH3:19].C(N(CC)CC)C. Given the product [N:14]1[CH:13]=[CH:12][CH:11]=[CH:10][C:9]=1[S:8][S:7][CH2:5][CH2:6][CH2:1][CH2:2][CH2:3][CH2:15][CH2:16][CH2:17][CH2:18][CH3:19], predict the reactants needed to synthesize it. (7) Given the product [P:2]([OH:13])([OH:9])([O:3][CH2:54][C:21]([NH2:20])([CH3:22])[CH2:24][CH2:25][C:26]1[CH:27]=[C:28]2[C:51](=[CH:52][CH:53]=1)[C:32]1=[N:33][O:34][C:35]([C:36]3[C:40]([C:41]([F:44])([F:43])[F:42])=[C:39]([C:45]4[CH:46]=[CH:47][CH:48]=[CH:49][CH:50]=4)[O:38][N:37]=3)=[C:31]1[CH2:30][CH2:29]2)=[O:1], predict the reactants needed to synthesize it. The reactants are: [O:1]=[P:2]12[O:13]P3(OP(OP(O3)([O:9]1)=O)(=O)[O:3]2)=O.P(=O)(O)(O)O.[NH2:20][C:21]([CH3:54])([CH2:24][CH2:25][C:26]1[CH:27]=[C:28]2[C:51](=[CH:52][CH:53]=1)[C:32]1=[N:33][O:34][C:35]([C:36]3[C:40]([C:41]([F:44])([F:43])[F:42])=[C:39]([C:45]4[CH:50]=[CH:49][CH:48]=[CH:47][CH:46]=4)[O:38][N:37]=3)=[C:31]1[CH2:30][CH2:29]2)[CH2:22]O.O. (8) Given the product [Cl:23][C:24]1[CH:29]=[CH:28][C:27]([O:30][C:15]2[CH:14]=[C:13]([CH:18]=[C:17]([CH3:19])[CH:16]=2)[O:12][C:9]2[CH:10]=[CH:11][C:6]([CH2:5][CH2:4][C:3]([OH:2])=[O:22])=[C:7]([CH3:21])[CH:8]=2)=[C:26]([O:31][C:32]2[CH:37]=[CH:36][CH:35]=[CH:34][CH:33]=2)[CH:25]=1, predict the reactants needed to synthesize it. The reactants are: C[O:2][C:3](=[O:22])[CH2:4][CH2:5][C:6]1[CH:11]=[CH:10][C:9]([O:12][C:13]2[CH:18]=[C:17]([CH3:19])[CH:16]=[C:15](Br)[CH:14]=2)=[CH:8][C:7]=1[CH3:21].[Cl:23][C:24]1[CH:29]=[CH:28][C:27]([OH:30])=[C:26]([O:31][C:32]2[CH:37]=[CH:36][CH:35]=[CH:34][CH:33]=2)[CH:25]=1.